From a dataset of Peptide-MHC class I binding affinity with 185,985 pairs from IEDB/IMGT. Regression. Given a peptide amino acid sequence and an MHC pseudo amino acid sequence, predict their binding affinity value. This is MHC class I binding data. (1) The peptide sequence is SVMPAWQEK. The MHC is HLA-A03:01 with pseudo-sequence HLA-A03:01. The binding affinity (normalized) is 0.602. (2) The peptide sequence is YMREVGAAL. The MHC is HLA-B27:20 with pseudo-sequence HLA-B27:20. The binding affinity (normalized) is 1.00. (3) The peptide sequence is KTNDRKWCF. The MHC is HLA-C15:02 with pseudo-sequence HLA-C15:02. The binding affinity (normalized) is 0.377. (4) The MHC is HLA-B53:01 with pseudo-sequence HLA-B53:01. The binding affinity (normalized) is 0.185. The peptide sequence is VPVWKEATTTL. (5) The peptide sequence is FLCPTFTLK. The MHC is HLA-B57:01 with pseudo-sequence HLA-B57:01. The binding affinity (normalized) is 0.0847. (6) The peptide sequence is LAVSGVYPM. The MHC is HLA-B53:01 with pseudo-sequence HLA-B53:01. The binding affinity (normalized) is 0.376. (7) The binding affinity (normalized) is 0.778. The peptide sequence is YFANNKFTL. The MHC is HLA-A23:01 with pseudo-sequence HLA-A23:01. (8) The peptide sequence is RDLLFKLLEY. The MHC is H-2-Db with pseudo-sequence H-2-Db. The binding affinity (normalized) is 0. (9) The peptide sequence is YVDRFYKTL. The MHC is HLA-A02:06 with pseudo-sequence HLA-A02:06. The binding affinity (normalized) is 0.393. (10) The peptide sequence is ARLGKGYMF. The MHC is HLA-A30:01 with pseudo-sequence HLA-A30:01. The binding affinity (normalized) is 0.0847.